Dataset: Forward reaction prediction with 1.9M reactions from USPTO patents (1976-2016). Task: Predict the product of the given reaction. (1) Given the reactants [F:1][C:2]1[CH:7]=[CH:6][C:5](/[CH:8]=[CH:9]/[C:10]2[CH:15]=[CH:14][C:13]([S:16]([C:19]3[CH:24]=[CH:23][CH:22]=[CH:21][C:20]=3[C@@H:25]([OH:27])[CH3:26])(=[O:18])=[O:17])=[CH:12][CH:11]=2)=[CH:4][CH:3]=1.C[N+]1([O-])CCOCC1, predict the reaction product. The product is: [F:1][C:2]1[CH:3]=[CH:4][C:5](/[CH:8]=[CH:9]/[C:10]2[CH:15]=[CH:14][C:13]([S:16]([C:19]3[CH:24]=[CH:23][CH:22]=[CH:21][C:20]=3[C:25](=[O:27])[CH3:26])(=[O:18])=[O:17])=[CH:12][CH:11]=2)=[CH:6][CH:7]=1. (2) Given the reactants [CH3:1][C@H:2]1[CH2:7][N:6]([C:8]2[CH:13]=[CH:12][CH:11]=[CH:10][N:9]=2)[CH2:5][CH2:4][N:3]1C(OC(C)(C)C)=O.FC(F)(F)C(O)=O.C(=O)([O-])[O-].[Na+].[Na+], predict the reaction product. The product is: [CH3:1][C@@H:2]1[NH:3][CH2:4][CH2:5][N:6]([C:8]2[CH:13]=[CH:12][CH:11]=[CH:10][N:9]=2)[CH2:7]1. (3) Given the reactants C(O)(C(F)(F)F)=O.[C:8]1([C@@H:14]2[NH:23][C:22]3[CH:24]=[CH:25][CH:26]=[CH:27][C:21]=3[C@H:20]3[C@@H:15]2[CH2:16][CH2:17][CH2:18][N:19]3C(OC(C)(C)C)=O)[CH:13]=[CH:12][CH:11]=[CH:10][CH:9]=1.[OH-].[Na+].[C:37]([O:41][C:42]([NH:44][C@@H:45]1[CH2:50][CH2:49][CH2:48][CH2:47][C@@H:46]1[C:51](O)=[O:52])=[O:43])([CH3:40])([CH3:39])[CH3:38].C(N(CC)CC)C.CCOC(OC(OCC)=O)=O, predict the reaction product. The product is: [C:8]1([C@@H:14]2[NH:23][C:22]3[CH:24]=[CH:25][CH:26]=[CH:27][C:21]=3[C@H:20]3[C@@H:15]2[CH2:16][CH2:17][CH2:18][N:19]3[C:51]([C@H:46]2[CH2:47][CH2:48][CH2:49][CH2:50][C@H:45]2[NH:44][C:42](=[O:43])[O:41][C:37]([CH3:39])([CH3:38])[CH3:40])=[O:52])[CH:13]=[CH:12][CH:11]=[CH:10][CH:9]=1. (4) Given the reactants [Cl:1][C:2]1[CH:7]=[CH:6][C:5]([NH:8][CH2:9][C:10]([O:12][CH2:13][CH3:14])=[O:11])=[C:4]([O:15][C:16]2[CH:21]=[CH:20][C:19]([S:22]([CH3:25])(=[O:24])=[O:23])=[CH:18][C:17]=2[Cl:26])[CH:3]=1.[C:27](=O)([O-])O.[Na+], predict the reaction product. The product is: [Cl:1][C:2]1[CH:7]=[CH:6][C:5]([N:8]([CH3:27])[CH2:9][C:10]([O:12][CH2:13][CH3:14])=[O:11])=[C:4]([O:15][C:16]2[CH:21]=[CH:20][C:19]([S:22]([CH3:25])(=[O:23])=[O:24])=[CH:18][C:17]=2[Cl:26])[CH:3]=1. (5) The product is: [Cl:19][C:4]1[CH:3]=[C:2](/[CH:22]=[CH:21]/[C:20]([O:24][CH2:25][CH2:26][CH2:27][CH3:28])=[O:23])[CH:17]=[C:16]([CH3:18])[C:5]=1[O:6][C:7]1[CH:12]=[CH:11][C:10]([N+:13]([O-:15])=[O:14])=[CH:9][N:8]=1. Given the reactants Br[C:2]1[CH:17]=[C:16]([CH3:18])[C:5]([O:6][C:7]2[CH:12]=[CH:11][C:10]([N+:13]([O-:15])=[O:14])=[CH:9][N:8]=2)=[C:4]([Cl:19])[CH:3]=1.[C:20]([O:24][CH2:25][CH2:26][CH2:27][CH3:28])(=[O:23])[CH:21]=[CH2:22].C1(CNCC2CCCCC2)CCCCC1.F[B-](F)(F)F.C(P(C(C)(C)C)C(C)(C)C)(C)(C)C, predict the reaction product. (6) Given the reactants [N:1]1[C:2](=[O:13])[N:3]=[C:4]2[CH:9]=[C:8]([C:10]([OH:12])=[O:11])[CH:7]=[CH:6][C:5]=12, predict the reaction product. The product is: [N:1]1[C:2](=[O:13])[N:3]=[C:4]2[CH:9]=[CH:8][CH:7]=[CH:6][C:5]=12.[CH3:5][CH2:6][CH2:7][CH2:8][C:10]([O-:12])=[O:11]. (7) Given the reactants [CH3:1][C:2]1[C:3]([C@H:21]([OH:27])[C:22]([O:24][CH2:25][CH3:26])=[O:23])=[C:4]([O:13][S:14]([C:17]([F:20])([F:19])[F:18])(=[O:16])=[O:15])[C:5]2[C:10]([CH:11]=1)=[CH:9][C:8]([CH3:12])=[CH:7][CH:6]=2.Cl(O)(=O)(=O)=O, predict the reaction product. The product is: [C:2]([O:27][C@@H:21]([C:3]1[C:2]([CH3:1])=[CH:11][C:10]2[C:5](=[CH:6][CH:7]=[C:8]([CH3:12])[CH:9]=2)[C:4]=1[O:13][S:14]([C:17]([F:19])([F:20])[F:18])(=[O:15])=[O:16])[C:22]([O:24][CH2:25][CH3:26])=[O:23])([CH3:3])([CH3:11])[CH3:1]. (8) Given the reactants [CH2:1]([O:4][C:5]1[C:10]([C:11]([CH3:14])([CH3:13])[CH3:12])=[CH:9][C:8]([CH3:15])=[CH:7][C:6]=1[Si:16](Cl)([CH3:18])[CH3:17])[CH:2]=[CH2:3].[CH3:20][CH:21]1[S:25][C:24]2=[C:26]([Li])[C:27]3[S:28][C:29]([CH3:32])=[CH:30][C:31]=3[C:23]2=[CH:22]1, predict the reaction product. The product is: [CH2:1]([O:4][C:5]1[C:10]([C:11]([CH3:12])([CH3:13])[CH3:14])=[CH:9][C:8]([CH3:15])=[CH:7][C:6]=1[Si:16]([C:26]1[C:27]2[S:28][C:29]([CH3:32])=[CH:30][C:31]=2[C:23]2[C:24]=1[S:25][CH:21]([CH3:20])[CH:22]=2)([CH3:17])[CH3:18])[CH:2]=[CH2:3].